Dataset: Full USPTO retrosynthesis dataset with 1.9M reactions from patents (1976-2016). Task: Predict the reactants needed to synthesize the given product. (1) The reactants are: C(OC([NH:8][C:9]1[S:13][C:12]([C:14]2[C:19]([F:20])=[CH:18][CH:17]=[CH:16][C:15]=2[F:21])=[N:11][C:10]=1[C:22]([NH:24][C:25]1[CH:26]=[N:27][N:28]([CH3:44])[C:29]=1[N:30]1[CH2:35][CH2:34][N:33](C(OC(C)(C)C)=O)[C@H:32]([CH3:43])[CH2:31]1)=[O:23])=O)(C)(C)C.N. Given the product [NH2:8][C:9]1[S:13][C:12]([C:14]2[C:15]([F:21])=[CH:16][CH:17]=[CH:18][C:19]=2[F:20])=[N:11][C:10]=1[C:22]([NH:24][C:25]1[CH:26]=[N:27][N:28]([CH3:44])[C:29]=1[N:30]1[CH2:35][CH2:34][NH:33][C@H:32]([CH3:43])[CH2:31]1)=[O:23], predict the reactants needed to synthesize it. (2) Given the product [NH2:21][CH2:20][CH2:19][CH2:18][N:17]([CH3:28])[CH2:16][CH2:15][CH2:14][NH:13][C:4]1[N:3]=[N+:2]([O-:1])[C:7]2[CH:8]=[CH:9][CH:10]=[CH:11][C:6]=2[N+:5]=1[O-:12], predict the reactants needed to synthesize it. The reactants are: [O-:1][N+:2]1[C:7]2[CH:8]=[CH:9][CH:10]=[CH:11][C:6]=2[N+:5]([O-:12])=[C:4]([NH:13][CH2:14][CH2:15][CH2:16][N:17]([CH3:28])[CH2:18][CH2:19][CH2:20][NH:21]C(=O)C(F)(F)F)[N:3]=1.[NH4+].[OH-]. (3) Given the product [CH3:24][N:25]1[C:29](=[O:30])[CH2:28][CH2:27][CH2:26]1.[CH3:9][OH:10], predict the reactants needed to synthesize it. The reactants are: C1C2NC=[C:9]([O:10][C@@H]3O[C@H](CO)[C@H](O)[C@H](O)[C@H]3O)C=2C(Cl)=C(Br)C=1.[CH3:24][N:25]1[C:29](=[O:30])[CH2:28][CH2:27][CH2:26]1.CO. (4) The reactants are: [CH3:1][O:2][C:3]1[CH:11]=[CH:10][C:6]([C:7]([OH:9])=O)=[CH:5][C:4]=1[CH3:12].[CH3:13][O:14][C:15]1[CH:20]=[CH:19][C:18]([C@H:21]([NH2:23])[CH3:22])=[CH:17][CH:16]=1. Given the product [CH3:1][O:2][C:3]1[CH:11]=[CH:10][C:6]([C:7]([NH:23][C@@H:21]([C:18]2[CH:19]=[CH:20][C:15]([O:14][CH3:13])=[CH:16][CH:17]=2)[CH3:22])=[O:9])=[CH:5][C:4]=1[CH3:12], predict the reactants needed to synthesize it. (5) Given the product [CH2:1]([C:3]1[CH:8]=[CH:7][CH:6]=[CH:5][C:4]=1[NH:9][C:10]1[CH:15]=[CH:14][C:13]([C:16]2[CH:21]=[CH:20][CH:19]=[CH:18][CH:17]=2)=[CH:12][C:11]=1[NH2:22])[CH3:2], predict the reactants needed to synthesize it. The reactants are: [CH2:1]([C:3]1[CH:8]=[CH:7][CH:6]=[CH:5][C:4]=1[NH:9][C:10]1[CH:15]=[CH:14][C:13]([C:16]2[CH:21]=[CH:20][CH:19]=[CH:18][CH:17]=2)=[CH:12][C:11]=1[N+:22]([O-])=O)[CH3:2]. (6) Given the product [Cl:18][CH2:17][O:13][C:5]1[C:4]([CH:1]([CH3:3])[CH3:2])=[CH:9][CH:8]=[CH:7][C:6]=1[CH:10]([CH3:12])[CH3:11], predict the reactants needed to synthesize it. The reactants are: [CH:1]([C:4]1[CH:9]=[CH:8][CH:7]=[C:6]([CH:10]([CH3:12])[CH3:11])[C:5]=1[OH:13])([CH3:3])[CH3:2].[OH-].[Na+].Br[CH2:17][Cl:18]. (7) Given the product [C@@H:27]1([C@:19]2([C@H:22]([CH2:24][OH:25])[OH:23])[O:18][C:16](=[O:17])[C:15]([OH:14])=[C:20]2[OH:21])[O:33][C@H:32]([CH2:30][OH:31])[C@@H:34]([OH:35])[C@H:36]([OH:37])[C@H:28]1[OH:29], predict the reactants needed to synthesize it. The reactants are: CO.[C@@H]1([O:14][C:15]2[C:16]([O:18][C@H:19]([C@H:22]([CH2:24][OH:25])[OH:23])[C:20]=2[OH:21])=[O:17])O[C@H](CO)[C@@H](O)[C@H](O)[C@H]1O.O=[C:27]1[O:33][C@H:32]([C@H:34]([CH2:36][OH:37])[OH:35])[C:30]([OH:31])=[C:28]1[OH:29]. (8) Given the product [CH:3]([C:5]1[C:13]2[C:8](=[CH:9][CH:10]=[CH:11][CH:12]=2)[N:7]([CH2:24][C:23]2[CH:26]=[CH:27][CH:28]=[C:21]([O:20][CH3:19])[CH:22]=2)[C:6]=1[C:14]([O:16][CH2:17][CH3:18])=[O:15])=[O:4], predict the reactants needed to synthesize it. The reactants are: [H-].[Na+].[CH:3]([C:5]1[C:13]2[C:8](=[CH:9][CH:10]=[CH:11][CH:12]=2)[NH:7][C:6]=1[C:14]([O:16][CH2:17][CH3:18])=[O:15])=[O:4].[CH3:19][O:20][C:21]1[CH:22]=[C:23]([CH:26]=[CH:27][CH:28]=1)[CH2:24]Br.O. (9) Given the product [N:34]1([CH:3]([C:28]2[CH:33]=[CH:32][CH:31]=[CH:30][CH:29]=2)[C:4]2[CH:9]=[CH:8][CH:7]=[C:6]([CH3:10])[C:5]=2[C:11]2[CH:12]=[C:13]3[C:18](=[CH:19][CH:20]=2)[N:17]=[C:16]([NH2:21])[C:15]([N:22]2[CH2:27][CH2:26][O:25][CH2:24][CH2:23]2)=[CH:14]3)[CH:38]=[CH:37][N:36]=[CH:35]1, predict the reactants needed to synthesize it. The reactants are: Cl.Cl[CH:3]([C:28]1[CH:33]=[CH:32][CH:31]=[CH:30][CH:29]=1)[C:4]1[CH:9]=[CH:8][CH:7]=[C:6]([CH3:10])[C:5]=1[C:11]1[CH:12]=[C:13]2[C:18](=[CH:19][CH:20]=1)[N:17]=[C:16]([NH2:21])[C:15]([N:22]1[CH2:27][CH2:26][O:25][CH2:24][CH2:23]1)=[CH:14]2.[NH:34]1[CH:38]=[CH:37][N:36]=[CH:35]1.